The task is: Predict which catalyst facilitates the given reaction.. This data is from Catalyst prediction with 721,799 reactions and 888 catalyst types from USPTO. (1) The catalyst class is: 2. Product: [CH2:1]([O:8][C:9]([NH:11][C@H:12]1[CH2:16][CH2:15][N:14]([C@@H:17]([CH2:25][C:26]2[CH:27]=[CH:28][CH:29]=[CH:30][CH:31]=2)[C:18]([OH:20])=[O:19])[C:13]1=[O:32])=[O:10])[C:2]1[CH:7]=[CH:6][CH:5]=[CH:4][CH:3]=1. Reactant: [CH2:1]([O:8][C:9]([NH:11][C@H:12]1[CH2:16][CH2:15][N:14]([C@@H:17]([CH2:25][C:26]2[CH:31]=[CH:30][CH:29]=[CH:28][CH:27]=2)[C:18]([O:20]C(C)(C)C)=[O:19])[C:13]1=[O:32])=[O:10])[C:2]1[CH:7]=[CH:6][CH:5]=[CH:4][CH:3]=1.C(O)(C(F)(F)F)=O. (2) Reactant: Cl.Cl.[S:3]1[C:7]2[CH:8]=[CH:9][CH:10]=[CH:11][C:6]=2[N:5]=[C:4]1[NH:12][C:13]([C:15]1[CH:16]=[CH:17][CH:18]=[C:19]2[C:24]=1[CH2:23][NH:22][CH2:21][CH2:20]2)=[O:14].Cl[C:26]1[S:27][CH:28]=[C:29]([C:31]([O:33][CH3:34])=[O:32])[N:30]=1.C([O-])([O-])=O.[Cs+].[Cs+].Cl. Product: [S:3]1[C:7]2[CH:8]=[CH:9][CH:10]=[CH:11][C:6]=2[N:5]=[C:4]1[NH:12][C:13]([C:15]1[CH:16]=[CH:17][CH:18]=[C:19]2[C:24]=1[CH2:23][N:22]([C:26]1[S:27][CH:28]=[C:29]([C:31]([O:33][CH3:34])=[O:32])[N:30]=1)[CH2:21][CH2:20]2)=[O:14]. The catalyst class is: 44. (3) Reactant: [Cl:1][C:2]1[CH:3]=[C:4]([CH:8]=[C:9]([Cl:11])[CH:10]=1)[C:5](Cl)=[O:6].[CH3:12][NH:13][C:14]1[CH:15]=[N:16][CH:17]=[CH:18][C:19]=1[C:20]1[CH:25]=[CH:24][CH:23]=[CH:22][C:21]=1[CH3:26].CCN(C(C)C)C(C)C. Product: [Cl:1][C:2]1[CH:3]=[C:4]([CH:8]=[C:9]([Cl:11])[CH:10]=1)[C:5]([N:13]([CH3:12])[C:14]1[CH:15]=[N:16][CH:17]=[CH:18][C:19]=1[C:20]1[CH:25]=[CH:24][CH:23]=[CH:22][C:21]=1[CH3:26])=[O:6]. The catalyst class is: 1. (4) Reactant: [F:1][C:2]1[CH:3]=[C:4](O)[CH:5]=[CH:6][C:7]=1[Cl:8].[CH3:10][O:11][CH2:12]Cl.CCN(C(C)C)C(C)C.[O:23]=C1C2C=CC=CC=2OC=C1. Product: [Cl:8][C:7]1[CH:6]=[CH:5][CH:4]=[C:3]([O:23][CH2:12][O:11][CH3:10])[C:2]=1[F:1]. The catalyst class is: 2. (5) Reactant: [Br:1][C:2]1[N:3]=[C:4]([NH:10][C:11]2[CH:16]=[CH:15][C:14]([CH:17]3[CH2:22][CH2:21][NH:20][CH2:19][CH2:18]3)=[CH:13][CH:12]=2)[C:5](=[O:9])[N:6]([CH3:8])[CH:7]=1.[O:23]1[CH2:26][C:25](=O)[CH2:24]1.C([BH3-])#N.[Na+]. Product: [Br:1][C:2]1[N:3]=[C:4]([NH:10][C:11]2[CH:12]=[CH:13][C:14]([CH:17]3[CH2:22][CH2:21][N:20]([CH:25]4[CH2:26][O:23][CH2:24]4)[CH2:19][CH2:18]3)=[CH:15][CH:16]=2)[C:5](=[O:9])[N:6]([CH3:8])[CH:7]=1. The catalyst class is: 466. (6) Product: [N:25]1[CH:24]=[N:23][N:21]2[CH:22]=[C:17]([C:14]3[N:13]([C:26]4[CH:27]=[C:28]([CH3:32])[CH:29]=[CH:30][CH:31]=4)[C:12](=[O:33])[N:11]([CH2:10][C:7]4[CH:6]=[CH:5][C:4]([C:3]([OH:34])=[O:2])=[CH:9][CH:8]=4)[C:15]=3[CH3:16])[CH:18]=[CH:19][C:20]=12. The catalyst class is: 6. Reactant: C[O:2][C:3](=[O:34])[C:4]1[CH:9]=[CH:8][C:7]([CH2:10][N:11]2[C:15]([CH3:16])=[C:14]([C:17]3[CH:18]=[CH:19][C:20]4[N:21]([N:23]=[CH:24][N:25]=4)[CH:22]=3)[N:13]([C:26]3[CH:27]=[C:28]([CH3:32])[CH:29]=[CH:30][CH:31]=3)[C:12]2=[O:33])=[CH:6][CH:5]=1.O1CCCC1.[OH-].[Li+]. (7) The catalyst class is: 124. Reactant: CC1C=CC(C(O[C@H]([C@@H](OC(=O)C2C=CC(C)=CC=2)C(O)=O)C(O)=O)=O)=CC=1.[C:29]1([C@H:35]2[C@@H:40]([NH2:41])[CH2:39][CH2:38][CH2:37][NH:36]2)[CH:34]=[CH:33][CH:32]=[CH:31][CH:30]=1.[CH3:42][O:43][C:44]1[CH:51]=[CH:50][C:49]([C:52]2[CH:57]=[CH:56][C:55]([F:58])=[CH:54][CH:53]=2)=[CH:48][C:45]=1[CH:46]=O.C(O[BH-](OC(=O)C)OC(=O)C)(=O)C.[Na+].C(=O)([O-])O.[Na+].[ClH:78]. Product: [ClH:78].[ClH:78].[CH3:42][O:43][C:44]1[CH:51]=[CH:50][C:49]([C:52]2[CH:57]=[CH:56][C:55]([F:58])=[CH:54][CH:53]=2)=[CH:48][C:45]=1[CH2:46][NH:41][C@H:40]1[CH2:39][CH2:38][CH2:37][NH:36][C@H:35]1[C:29]1[CH:30]=[CH:31][CH:32]=[CH:33][CH:34]=1. (8) Reactant: [F-:1].[Cs+].[Cl:3][C:4]1[CH:9]=[C:8](Cl)[N:7]=[C:6]([NH2:11])[CH:5]=1.CS(C)=O. Product: [Cl:3][C:4]1[CH:9]=[C:8]([F:1])[N:7]=[C:6]([NH2:11])[CH:5]=1. The catalyst class is: 6. (9) Reactant: [F:1][C:2]1[CH:9]=[C:8]([N:10]2[CH2:15][CH2:14][O:13][CH2:12][CH2:11]2)[CH:7]=[CH:6][C:3]=1[C:4]#N.CC(C[AlH]CC(C)C)C.C1(C)C=CC=CC=1.[Cl-].[NH4+].[O:34]1CCCC1. Product: [F:1][C:2]1[CH:9]=[C:8]([N:10]2[CH2:15][CH2:14][O:13][CH2:12][CH2:11]2)[CH:7]=[CH:6][C:3]=1[CH:4]=[O:34]. The catalyst class is: 5.